The task is: Predict the reactants needed to synthesize the given product.. This data is from Full USPTO retrosynthesis dataset with 1.9M reactions from patents (1976-2016). (1) Given the product [Br:1][C:2]1[CH:3]=[CH:4][C:5]2[O:9][C:8]3[CH:10]=[C:11]([S:14]([NH:20][C@@H:21]([CH:29]([CH3:31])[CH3:30])[C:22]([O:24][C:25]([CH3:27])([CH3:26])[CH3:28])=[O:23])(=[O:16])=[O:15])[CH:12]=[CH:13][C:7]=3[C:6]=2[CH:18]=1, predict the reactants needed to synthesize it. The reactants are: [Br:1][C:2]1[CH:3]=[CH:4][C:5]2[O:9][C:8]3[CH:10]=[C:11]([S:14](Cl)(=[O:16])=[O:15])[CH:12]=[CH:13][C:7]=3[C:6]=2[CH:18]=1.Cl.[NH2:20][C@@H:21]([CH:29]([CH3:31])[CH3:30])[C:22]([O:24][C:25]([CH3:28])([CH3:27])[CH3:26])=[O:23].C(N(CC)C(C)C)(C)C. (2) Given the product [CH3:8][C:6]1[CH:7]=[C:2]([CH2:10][C:11]([CH3:14])([CH3:13])[CH3:12])[N:3]=[CH:4][N:5]=1, predict the reactants needed to synthesize it. The reactants are: Cl[C:2]1[CH:7]=[C:6]([CH3:8])[N:5]=[CH:4][N:3]=1.[I-].[CH2:10]([Zn+])[C:11]([CH3:14])([CH3:13])[CH3:12]. (3) Given the product [CH3:1][O:3][C:4]([CH:5]1[C:11](=[O:13])[CH2:10][CH2:9][N:8]([CH2:16][C:17]2[CH:18]=[CH:19][CH:20]=[CH:21][CH:22]=2)[C:6]1=[O:7])=[O:23], predict the reactants needed to synthesize it. The reactants are: [CH2:1]([O:3][C:4](=[O:23])[CH2:5][C:6]([N:8]([CH2:16][C:17]1[CH:22]=[CH:21][CH:20]=[CH:19][CH:18]=1)[CH2:9][CH2:10][C:11]([O:13]CC)=O)=[O:7])C.COC(=O)CC(N(CC1C=CC=CC=1)CCC(OCC)=O)=O.C[O-].[Na+].S(=O)(=O)(O)O. (4) The reactants are: [C:1](Cl)(=[O:8])[C:2]1[CH:7]=[CH:6][CH:5]=[CH:4][CH:3]=1.[CH3:10][C:11]1([CH3:28])[CH2:16][CH:15]([OH:17])[CH2:14][C:13]([CH3:19])([CH3:18])[N:12]1[N:20]=[N:21][C:22]1[CH:27]=[CH:26][CH:25]=[CH:24][CH:23]=1. Given the product [CH3:18][C:13]1([CH3:19])[CH2:14][CH:15]([O:17][C:1](=[O:8])[C:2]2[CH:7]=[CH:6][CH:5]=[CH:4][CH:3]=2)[CH2:16][C:11]([CH3:10])([CH3:28])[N:12]1[N:20]=[N:21][C:22]1[CH:27]=[CH:26][CH:25]=[CH:24][CH:23]=1, predict the reactants needed to synthesize it. (5) Given the product [CH:18]1([C:8]2[N:4]3[CH:5]=[CH:6][N:7]=[C:2]([NH2:1])[C:3]3=[C:10]([C:11]3[CH:16]=[CH:15][CH:14]=[C:13]([O:17][CH2:33][C:32]4[CH:35]=[CH:36][CH:37]=[CH:38][C:31]=4[N+:28]([O-:30])=[O:29])[CH:12]=3)[N:9]=2)[CH2:21][CH2:20][CH2:19]1, predict the reactants needed to synthesize it. The reactants are: [NH2:1][C:2]1[C:3]2[N:4]([C:8]([CH:18]3[CH2:21][CH2:20][CH2:19]3)=[N:9][C:10]=2[C:11]2[CH:12]=[C:13]([OH:17])[CH:14]=[CH:15][CH:16]=2)[CH:5]=[CH:6][N:7]=1.C([O-])([O-])=O.[Cs+].[Cs+].[N+:28]([C:31]1[CH:38]=[CH:37][CH:36]=[CH:35][C:32]=1[CH2:33]Br)([O-:30])=[O:29]. (6) Given the product [Cl:1][C:2]1[CH:3]=[CH:4][CH:5]=[C:6]2[C:10]=1[N:9]([CH2:22][CH2:23][CH3:24])[N:8]=[C:7]2[C:11]1[CH:16]=[CH:15][C:14]([O:17][CH3:18])=[C:13]([F:19])[CH:12]=1, predict the reactants needed to synthesize it. The reactants are: [Cl:1][C:2]1[CH:3]=[CH:4][CH:5]=[C:6]2[C:10]=1[NH:9][N:8]=[C:7]2[C:11]1[CH:16]=[CH:15][C:14]([O:17][CH3:18])=[C:13]([F:19])[CH:12]=1.[H-].[Na+].[CH2:22](Br)[CH2:23][CH3:24]. (7) Given the product [CH3:8][C:3]1[CH2:2][CH2:9][C@@H:20]([CH:18]=[O:19])[CH2:21][CH:4]=1, predict the reactants needed to synthesize it. The reactants are: Cl.[CH2:2]([C@@H:9]1NC(C)(C)N(C)C1=O)[C:3]1[CH:8]=CC=C[CH:4]=1.[CH:18]([CH:20]=[CH2:21])=[O:19].C=CC(=C)C. (8) The reactants are: [Br:1][C:2]1[CH:7]=[C:6](Br)[C:5]([N+:9]([O-:11])=[O:10])=[CH:4][N:3]=1.[B-](F)(F)(F)[CH:13]=[CH2:14].[K+].C(=O)([O-])[O-].[Na+].[Na+]. Given the product [Br:1][C:2]1[CH:7]=[C:6]([CH:13]=[CH2:14])[C:5]([N+:9]([O-:11])=[O:10])=[CH:4][N:3]=1, predict the reactants needed to synthesize it. (9) Given the product [CH2:28]([O:27][CH2:26][CH2:25][CH2:24][N:11]([CH:12]1[CH2:16][CH2:15][CH2:14][CH2:13]1)[S:8]([C:5]1[CH:6]=[N:7][C:2]([Cl:1])=[CH:3][CH:4]=1)(=[O:10])=[O:9])[C:29]1[CH:34]=[CH:33][CH:32]=[CH:31][CH:30]=1, predict the reactants needed to synthesize it. The reactants are: [Cl:1][C:2]1[N:7]=[CH:6][C:5]([S:8]([NH:11][CH:12]2[CH2:16][CH2:15][CH2:14][CH2:13]2)(=[O:10])=[O:9])=[CH:4][CH:3]=1.C([O-])([O-])=O.[K+].[K+].Br[CH2:24][CH2:25][CH2:26][O:27][CH2:28][C:29]1[CH:34]=[CH:33][CH:32]=[CH:31][CH:30]=1.